Dataset: B-cell epitopes from IEDB database with 3,159 antigens for binding position prediction. Task: Token-level Classification. Given an antigen amino acid sequence, predict which amino acid positions are active epitope sites capable of antibody binding. Output is a list of indices for active positions. (1) Given the antigen sequence: MDRTICPFFIQSFTMSTALKRLIPFLVPFVVFLVAAALGGLAADQPGNHQALAEPVTGVGEAGVSPVNEAGESYSSATSGVQEATAPGAVLLEAIDAESDKVDNQAEGGERMKKVEEELSLLRRELYDRTDRPGLKRAVILSLGTSALIAGRMFSSTLRAAVPWYAVAFNAIVAAYYIRKVLTYRRRVMTKRQPFMSSVKNFFRRRPKDGGAGVDKASKK, which amino acid positions are active epitope sites? The epitope positions are: [42, 43, 44, 45, 46, 47, 48, 49, 50, 51, 52, 53, 54, 55]. The amino acids at these positions are: ADQPGNHQALAEPV. (2) Given the antigen sequence: MGLEALVPLAVIVAIFLLLVDLMHRRQRWAARYPPGPLPLPGLGNLLHVDFQNTPYCFDQLRRRFGDVFSLQLAWTPVVVLNGLAAVREALVTHGEDTADRPPVPITQILGFGPRSQGVFLARYGPAWREQRRFSVSTLRNLGLGKKSLEQWVTEEAACLCAAFANHSGRPFRPNGLLDKAVSNVIASLTCGRRFEYDDPRFLRLLDLAQEGLKEESGFLREVLNAVPVLLHIPALAGKVLRFQKAFLTQLDELLTEHRMTWDPAQPPRDLTEAFLAEMEKAKGNPESSFNDENLRIVVADLFSAGMVTTSTTLAWGLLLMILHPDVQRRVQQEIDDVIGQVRRPEMGDQAHMPYTTAVIHEVQRFGDIVPLGVTHMTSRDIEVQGFRIPKGTTLITNLSSVLKDEAVWEKPFRFHPEHFLDAQGHFVKPEAFLPFSAGRRACLGEPLARMELFLFFTSLLQHFSFSVPTGQPRPSHHGVFAFLVSPSPYELCAVPR, which amino acid positions are active epitope sites? The epitope positions are: [402, 403, 404, 405, 406, 407, 408, 409, 410, 411, 412, 413, 414, 415, 416, 417, 418, 419, 420, 421]. The amino acids at these positions are: LKDEAVWEKPFRFHPEHFLD.